This data is from Full USPTO retrosynthesis dataset with 1.9M reactions from patents (1976-2016). The task is: Predict the reactants needed to synthesize the given product. The reactants are: [F:1][C:2]1[CH:28]=[CH:27][CH:26]=[C:25]([F:29])[C:3]=1[C:4]([NH:6][C:7]1[S:8][C:9]([C:15]2[CH:20]=[CH:19][CH:18]=[C:17]([C:21]([F:24])([F:23])[F:22])[CH:16]=2)=[C:10](/[CH:12]=[N:13]\O)[N:11]=1)=[O:5].CCN(CC)CC. Given the product [C:12]([C:10]1[N:11]=[C:7]([NH:6][C:4](=[O:5])[C:3]2[C:25]([F:29])=[CH:26][CH:27]=[CH:28][C:2]=2[F:1])[S:8][C:9]=1[C:15]1[CH:20]=[CH:19][CH:18]=[C:17]([C:21]([F:24])([F:22])[F:23])[CH:16]=1)#[N:13], predict the reactants needed to synthesize it.